Task: Predict the reaction yield, written as a fraction of the theoretical maximum amount of product (1.0 means a 100% yield; for example, 0.34 means a 34% yield).. Dataset: Reaction yield outcomes from USPTO patents with 853,638 reactions (1) The reactants are [CH:1]([N:4]1[C:12]2[C:7](=[CH:8][CH:9]=[CH:10][CH:11]=2)[C:6]([C:13]([O:15]C)=O)=[N:5]1)([CH3:3])[CH3:2].O.[NH2:18][NH2:19]. The catalyst is C(O)C. The product is [CH:1]([N:4]1[C:12]2[C:7](=[CH:8][CH:9]=[CH:10][CH:11]=2)[C:6]([C:13]([NH:18][NH2:19])=[O:15])=[N:5]1)([CH3:3])[CH3:2]. The yield is 0.930. (2) The reactants are [NH2:1][CH2:2][C:3]([C:6]1[NH:7][C:8]([C:21]2[CH:26]=[CH:25][N:24]=[CH:23][CH:22]=2)=[C:9]([C:11]2[CH:12]=[C:13]3[C:17](=[CH:18][CH:19]=2)[C:16](=[O:20])[CH2:15][CH2:14]3)[N:10]=1)([CH3:5])[CH3:4].ON1C2C=CC=CC=2N=N1.C1(N=C=NC2CCCCC2)CCCCC1.Cl.[CH3:53][O:54][CH2:55][CH2:56][N:57]1[CH2:62][CH2:61][CH:60]([C:63](O)=[O:64])[CH2:59][CH2:58]1. The catalyst is CN(C=O)C.ClCCl. The product is [CH3:4][C:3]([C:6]1[NH:10][C:9]([C:11]2[CH:12]=[C:13]3[C:17](=[CH:18][CH:19]=2)[C:16](=[O:20])[CH2:15][CH2:14]3)=[C:8]([C:21]2[CH:22]=[CH:23][N:24]=[CH:25][CH:26]=2)[N:7]=1)([CH3:5])[CH2:2][NH:1][C:63]([CH:60]1[CH2:59][CH2:58][N:57]([CH2:56][CH2:55][O:54][CH3:53])[CH2:62][CH2:61]1)=[O:64]. The yield is 0.800. (3) The reactants are Br[C:2]1[CH:7]=[CH:6][C:5]([F:8])=[C:4]([O:9][CH:10]([F:12])[F:11])[CH:3]=1.[B:13]1([B:13]2[O:17][C:16]([CH3:19])([CH3:18])[C:15]([CH3:21])([CH3:20])[O:14]2)[O:17][C:16]([CH3:19])([CH3:18])[C:15]([CH3:21])([CH3:20])[O:14]1.C([O-])(=O)C.[K+]. The catalyst is ClCCl.[Pd](Cl)Cl.C1(P(C2C=CC=CC=2)[C-]2C=CC=C2)C=CC=CC=1.[C-]1(P(C2C=CC=CC=2)C2C=CC=CC=2)C=CC=C1.[Fe+2].CCOC(C)=O. The product is [F:11][CH:10]([F:12])[O:9][C:4]1[CH:3]=[C:2]([B:13]2[O:17][C:16]([CH3:19])([CH3:18])[C:15]([CH3:21])([CH3:20])[O:14]2)[CH:7]=[CH:6][C:5]=1[F:8]. The yield is 0.149.